This data is from Full USPTO retrosynthesis dataset with 1.9M reactions from patents (1976-2016). The task is: Predict the reactants needed to synthesize the given product. (1) Given the product [C:10]([C:3]1[CH:4]=[C:5]([CH3:9])[CH:6]=[C:7]([CH3:8])[C:2]=1[NH:1][C:28]([C:24]1[S:25][CH:26]=[CH:27][C:23]=1[S:20]([NH:19][C:18]1[O:17][N:16]=[C:15]([CH3:34])[C:14]=1[Cl:13])(=[O:21])=[O:22])=[O:29])(=[O:12])[CH3:11], predict the reactants needed to synthesize it. The reactants are: [NH2:1][C:2]1[C:7]([CH3:8])=[CH:6][C:5]([CH3:9])=[CH:4][C:3]=1[C:10](=[O:12])[CH3:11].[Cl:13][C:14]1[C:15]([CH3:34])=[N:16][O:17][C:18]=1[N:19](COC)[S:20]([C:23]1[CH:27]=[CH:26][S:25][C:24]=1[C:28](Cl)=[O:29])(=[O:22])=[O:21]. (2) Given the product [C:16]1(=[C:8]([C:9]2[CH:14]=[CH:13][C:12]([OH:15])=[CH:11][CH:10]=2)[C:5]2[CH:4]=[CH:3][C:2](/[CH:25]=[CH:24]/[C:23]([O:27][C:28]([CH3:31])([CH3:30])[CH3:29])=[O:26])=[CH:7][CH:6]=2)[CH2:17][CH2:18][CH2:19][CH2:20][CH2:21][CH2:22]1, predict the reactants needed to synthesize it. The reactants are: Br[C:2]1[CH:7]=[CH:6][C:5]([C:8](=[C:16]2[CH2:22][CH2:21][CH2:20][CH2:19][CH2:18][CH2:17]2)[C:9]2[CH:14]=[CH:13][C:12]([OH:15])=[CH:11][CH:10]=2)=[CH:4][CH:3]=1.[C:23]([O:27][C:28]([CH3:31])([CH3:30])[CH3:29])(=[O:26])[CH:24]=[CH2:25].CCN(CC)CC.CC1C=CC=CC=1P(C1C=CC=CC=1C)C1C=CC=CC=1C. (3) Given the product [F:1][C:2]1[CH:3]=[C:4]([CH:5]=[C:6]([F:16])[C:7]=1[O:8][C:9]1[CH:14]=[CH:13][CH:12]=[C:11]([F:15])[CH:10]=1)[CH2:17][O:18][C:20]1[CH:30]=[C:24]2[N:25]([CH3:29])[CH2:26][CH2:27][CH2:28][N:23]2[C:22](=[O:31])[N:21]=1, predict the reactants needed to synthesize it. The reactants are: [F:1][C:2]1[CH:3]=[C:4]([CH2:17][OH:18])[CH:5]=[C:6]([F:16])[C:7]=1[O:8][C:9]1[CH:14]=[CH:13][CH:12]=[C:11]([F:15])[CH:10]=1.Cl[C:20]1[CH:30]=[C:24]2[N:25]([CH3:29])[CH2:26][CH2:27][CH2:28][N:23]2[C:22](=[O:31])[N:21]=1. (4) Given the product [Br:18][C:19]1[N:23]([CH2:24][C:25]([OH:27])=[O:26])[N:22]=[C:21]([C:30]([F:33])([F:31])[F:32])[CH:20]=1, predict the reactants needed to synthesize it. The reactants are: FC(F)(F)C1C2C3CC3CC=2N(CC(O)=O)N=1.[Br:18][C:19]1[N:23]([CH2:24][C:25]([O:27]CC)=[O:26])[N:22]=[C:21]([C:30]([F:33])([F:32])[F:31])[CH:20]=1. (5) The reactants are: [CH3:1][C:2](=[O:8])[CH2:3][CH2:4][C:5](=[O:7])[CH3:6].[CH2:9](O)[CH2:10][OH:11].C1(C)C=CC(S(O)(=O)=O)=CC=1. Given the product [CH3:6][C:5]1([CH2:4][CH2:3][C:2](=[O:8])[CH3:1])[O:11][CH2:10][CH2:9][O:7]1, predict the reactants needed to synthesize it. (6) Given the product [CH2:51]([C:12]1([OH:11])[C:17]2[CH:18]=[C:19]3[N:27]([C:28](=[O:29])[C:16]=2[CH2:15][O:14][C:13]1=[O:50])[CH2:26][C:25]1[C:24]([CH2:30][CH2:31][Si:32]([CH3:45])([CH3:44])[CH2:33][CH2:34][CH2:35][O:36][C:37]([C:39]2[O:43][NH:42][CH2:41][CH:40]=2)=[O:38])=[C:23]2[CH:46]=[CH:47][CH:48]=[CH:49][C:22]2=[N:21][C:20]3=1)[CH3:52], predict the reactants needed to synthesize it. The reactants are: C(OC([O:11][C:12]1([CH2:51][CH3:52])[C:17]2[CH:18]=[C:19]3[N:27]([C:28](=[O:29])[C:16]=2[CH2:15][O:14][C:13]1=[O:50])[CH2:26][C:25]1[C:24]([CH2:30][CH2:31][Si:32]([CH3:45])([CH3:44])[CH2:33][CH2:34][CH2:35][O:36][C:37]([C:39]2[O:43][N:42]=[CH:41][CH:40]=2)=[O:38])=[C:23]2[CH:46]=[CH:47][CH:48]=[CH:49][C:22]2=[N:21][C:20]3=1)=O)C1C=CC=CC=1.[H][H].